Dataset: Full USPTO retrosynthesis dataset with 1.9M reactions from patents (1976-2016). Task: Predict the reactants needed to synthesize the given product. (1) Given the product [Cl:1][CH2:2][CH:3]([CH2:4][Cl:5])[O:6][C:15]1[CH:20]=[CH:19][CH:18]=[CH:17][C:16]=1[N+:21]([O-:23])=[O:22], predict the reactants needed to synthesize it. The reactants are: [Cl:1][CH2:2][CH:3]([OH:6])[CH2:4][Cl:5].C([N-]C(C)C)(C)C.F[C:15]1[CH:20]=[CH:19][CH:18]=[CH:17][C:16]=1[N+:21]([O-:23])=[O:22]. (2) Given the product [CH3:31][N:27]1[CH2:26][CH:25]([C:32]2[CH:33]=[N:34][CH:35]=[CH:36][CH:37]=2)[C:24]2[C:29](=[CH:30][C:21]([O:20][CH2:19][CH2:42][CH2:1][N:2]3[CH2:11][CH2:10][CH2:9][CH2:4][CH2:3]3)=[CH:22][CH:23]=2)[CH2:28]1, predict the reactants needed to synthesize it. The reactants are: [CH3:1][N:2]1[CH2:11][CH:10](C2C=NC=CC=2)[C:9]2[C:4](=CC(O)=CC=2)[CH2:3]1.[CH3:19][O:20][C:21]1[CH:30]=[C:29]2[C:24]([CH:25]([C:32]3[CH:33]=[N:34][CH:35]=[CH:36][CH:37]=3)[CH2:26][N:27]([CH3:31])[CH2:28]2)=[CH:23][CH:22]=1.B(Br)(Br)Br.[C:42]([O-])([O-])=O.[Na+].[Na+].